From a dataset of Reaction yield outcomes from USPTO patents with 853,638 reactions. Predict the reaction yield, written as a fraction of the theoretical maximum amount of product (1.0 means a 100% yield; for example, 0.34 means a 34% yield). (1) The reactants are [Cl:1][C:2]1[CH:7]=[CH:6][CH:5]=[C:4]([C:8]([F:11])([F:10])[F:9])[N:3]=1.[Cl-].[Li+].Cl[Mg]N1C(C)(C)CCCC1(C)C.[C:26]([O:30][C:31](O[C:31]([O:30][C:26]([CH3:29])([CH3:28])[CH3:27])=[O:32])=[O:32])([CH3:29])([CH3:28])[CH3:27]. The catalyst is O1CCCC1. The product is [Cl:1][C:2]1[CH:7]=[C:6]([CH:5]=[C:4]([C:8]([F:9])([F:10])[F:11])[N:3]=1)[C:31]([O:30][C:26]([CH3:29])([CH3:28])[CH3:27])=[O:32]. The yield is 0.450. (2) The product is [CH3:14][Si:15]([CH3:17])([CH3:16])[CH2:18][CH2:19][O:20][CH2:21][N:1]1[CH:5]=[CH:4][N:3]=[C:2]1[CH:6]=[O:7]. The reactants are [NH:1]1[CH:5]=[CH:4][N:3]=[C:2]1[CH:6]=[O:7].C(=O)([O-])[O-].[K+].[K+].[CH3:14][Si:15]([CH2:18][CH2:19][O:20][CH2:21]Cl)([CH3:17])[CH3:16]. The catalyst is CC(C)=O.CCOC(C)=O. The yield is 0.580. (3) The reactants are [CH3:1][O:2][C:3]1[N:12]=[C:11]([O:13][CH2:14][C:15]([F:18])([F:17])[F:16])[CH:10]=[CH:9][C:4]=1[C:5]([O:7]C)=[O:6].[OH-].[Na+].Cl.O. The catalyst is C1COCC1. The product is [CH3:1][O:2][C:3]1[N:12]=[C:11]([O:13][CH2:14][C:15]([F:18])([F:16])[F:17])[CH:10]=[CH:9][C:4]=1[C:5]([OH:7])=[O:6]. The yield is 0.940. (4) The reactants are [CH3:1]C(O)=O.O=[C:6]1[CH2:10][CH2:9][N:8]([C:11]([O:13][C:14]([CH3:17])([CH3:16])[CH3:15])=[O:12])[CH2:7]1.[NH2:18][C@@H:19]1[CH2:26][N:25]2[C:27]3[CH:28]=[C:29]([C:40]([O:42][CH3:43])=[O:41])[CH:30]=[CH:31][C:32]=3[C:33]([CH:34]3[CH2:39][CH2:38][CH2:37][CH2:36][CH2:35]3)=[C:24]2[C:23]2[CH:44]=[CH:45][CH:46]=[CH:47][C:22]=2[O:21][CH2:20]1.[BH-](OC(C)=O)(OC(C)=O)OC(C)=O.[Na+].C=O.O.[BH3-][C:66]#[N:67].[Na+]. The catalyst is ClCCCl.CCOC(C)=O.CO. The product is [C:14]([O:13][C:11]([N:8]1[CH2:9][CH2:10][C@H:6]([N:18]([CH3:1])[C@@H:19]2[CH2:26][N:25]3[C:27]4[CH:28]=[C:29]([C:40]([O:42][CH3:43])=[O:41])[CH:30]=[CH:31][C:32]=4[C:33]([CH:34]4[CH2:39][CH2:38][CH2:37][CH2:36][CH2:35]4)=[C:24]3[C:23]3[CH:44]=[CH:45][CH:46]=[CH:47][C:22]=3[O:21][CH2:20]2)[CH2:7]1)=[O:12])([CH3:17])([CH3:16])[CH3:15].[C:14]([O:13][C:11]([N:8]1[CH2:9][CH2:10][C@@H:6]([N:67]([CH3:66])[C@@H:19]2[CH2:26][N:25]3[C:27]4[CH:28]=[C:29]([C:40]([O:42][CH3:43])=[O:41])[CH:30]=[CH:31][C:32]=4[C:33]([CH:34]4[CH2:39][CH2:38][CH2:37][CH2:36][CH2:35]4)=[C:24]3[C:23]3[CH:44]=[CH:45][CH:46]=[CH:47][C:22]=3[O:21][CH2:20]2)[CH2:7]1)=[O:12])([CH3:17])([CH3:16])[CH3:15]. The yield is 0.430. (5) The reactants are [F:1][C:2]1[C:3](I)=[C:4]([CH:8]=[CH:9][CH:10]=1)[C:5]([OH:7])=[O:6].[NH:12]1[CH:16]=[CH:15][CH:14]=[N:13]1.CN[C@@H]1CCCC[C@H]1NC.C([O-])([O-])=O.[Cs+].[Cs+]. The catalyst is O.[Cu]I.O1CCOCC1. The product is [F:1][C:2]1[C:3]([N:12]2[CH:16]=[CH:15][CH:14]=[N:13]2)=[C:4]([CH:8]=[CH:9][CH:10]=1)[C:5]([OH:7])=[O:6]. The yield is 0.720. (6) The reactants are CO[C:3]([C:5]1[N:6]=[C:7]2[C:15]([C:16]#[N:17])=[CH:14][NH:13][N:8]2[C:9](=[O:12])[C:10]=1[OH:11])=[O:4].[F:18][C:19]1[CH:26]=[CH:25][C:22]([CH2:23][NH2:24])=[CH:21][CH:20]=1. The catalyst is CO. The product is [F:18][C:19]1[CH:26]=[CH:25][C:22]([CH2:23][NH2:24])=[CH:21][CH:20]=1.[F:18][C:19]1[CH:26]=[CH:25][C:22]([CH2:23][NH:24][C:3]([C:5]2[N:6]=[C:7]3[C:15]([C:16]#[N:17])=[CH:14][NH:13][N:8]3[C:9](=[O:12])[C:10]=2[OH:11])=[O:4])=[CH:21][CH:20]=1. The yield is 0.180. (7) The reactants are [NH2:1][C@@H:2]([CH2:33][C:34]1[CH:39]=[CH:38][CH:37]=[CH:36][CH:35]=1)[C@@H:3]([OH:32])[CH2:4][C@H:5]([NH:19][C:20]([C@@H:22]([NH:27][C:28](=[O:31])[O:29][CH3:30])[C:23]([CH3:26])([CH3:25])[CH3:24])=[O:21])[CH2:6][C:7]1[CH:12]=[CH:11][C:10]([C:13]2[CH:18]=[CH:17][CH:16]=[CH:15][N:14]=2)=[CH:9][CH:8]=1.[CH3:40][C:41]([CH3:64])([CH3:63])[C@H:42]([N:46]1[CH2:50][CH2:49][N:48]([CH2:51][C:52]2[N:56]([CH3:57])[C:55]3[CH:58]=[CH:59][CH:60]=[CH:61][C:54]=3[N:53]=2)[C:47]1=[O:62])[C:43](O)=[O:44].CCOP(ON1N=NC2C=CC=CC=2C1=O)(OCC)=O.C(N(CC)C(C)C)(C)C. The catalyst is C1COCC1. The product is [CH3:40][C:41]([CH3:64])([CH3:63])[C@H:42]([N:46]1[CH2:50][CH2:49][N:48]([CH2:51][C:52]2[N:56]([CH3:57])[C:55]3[CH:58]=[CH:59][CH:60]=[CH:61][C:54]=3[N:53]=2)[C:47]1=[O:62])[C:43]([NH:1][C@@H:2]([CH2:33][C:34]1[CH:35]=[CH:36][CH:37]=[CH:38][CH:39]=1)[C@@H:3]([OH:32])[CH2:4][C@H:5]([NH:19][C:20]([C@@H:22]([NH:27][C:28](=[O:31])[O:29][CH3:30])[C:23]([CH3:26])([CH3:25])[CH3:24])=[O:21])[CH2:6][C:7]1[CH:12]=[CH:11][C:10]([C:13]2[CH:18]=[CH:17][CH:16]=[CH:15][N:14]=2)=[CH:9][CH:8]=1)=[O:44]. The yield is 0.500.